Dataset: Full USPTO retrosynthesis dataset with 1.9M reactions from patents (1976-2016). Task: Predict the reactants needed to synthesize the given product. (1) Given the product [N:1]1[C:2]2[C:15](=[C:14]3[CH:13]=[CH:12][CH:11]=[CH:10][C:9]3=[C:8]3[CH:7]=[CH:6][CH:5]=[CH:4][C:3]3=2)[CH:18]=[CH:17][CH:16]=1, predict the reactants needed to synthesize it. The reactants are: [NH2:1][C:2]1[C:3]2[C:8]([C:9]3[CH:10]=[CH:11][CH:12]=[CH:13][C:14]=3[CH:15]=1)=[CH:7][CH:6]=[CH:5][CH:4]=2.[CH:16](=O)[CH:17]=[CH2:18].[OH-].[Na+]. (2) Given the product [NH2:7][C:6]1[N:5]([C:8]2[CH:13]=[C:12]([S:14]([CH2:15][C:16]([F:19])([F:18])[F:17])=[O:40])[C:11]([CH3:20])=[CH:10][C:9]=2[F:21])[N:4]=[C:3]([O:22][C:23]([F:30])([F:31])[CH:24]([F:29])[C:25]([F:26])([F:27])[F:28])[C:2]=1[Cl:1], predict the reactants needed to synthesize it. The reactants are: [Cl:1][C:2]1[C:3]([O:22][C:23]([F:31])([F:30])[CH:24]([F:29])[C:25]([F:28])([F:27])[F:26])=[N:4][N:5]([C:8]2[CH:13]=[C:12]([S:14][CH2:15][C:16]([F:19])([F:18])[F:17])[C:11]([CH3:20])=[CH:10][C:9]=2[F:21])[C:6]=1[NH2:7].ClC1C=CC=C(C(OO)=[O:40])C=1. (3) Given the product [N:8]1([CH2:6][CH2:16][C:17]#[N:18])[CH2:9][CH2:10][NH:11][CH2:12][CH2:13]1, predict the reactants needed to synthesize it. The reactants are: C(O[C:6]([N:8]1[CH2:13][CH2:12][NH:11][CH2:10][CH2:9]1)=O)(C)(C)C.BrC[CH2:16][C:17]#[N:18]. (4) Given the product [C:6]1([CH2:5][CH2:4][C:3]([OH:27])=[O:2])[CH:11]=[CH:10][CH:9]=[CH:8][CH:7]=1, predict the reactants needed to synthesize it. The reactants are: C[O:2][C:3](=[O:27])[CH2:4][CH:5](C1C=C(Br)C=CC=1OCC1C=CC=CC=1)[C:6]1[CH:11]=[CH:10][CH:9]=[CH:8][CH:7]=1.[OH-].[Na+]. (5) Given the product [CH2:10]([O:9][C:1](=[S:21])[C:2]1[CH:7]=[CH:6][CH:5]=[CH:4][CH:3]=1)[CH3:11], predict the reactants needed to synthesize it. The reactants are: [C:1]([O:9][CH2:10][CH3:11])(=O)[C:2]1[CH:7]=[CH:6][CH:5]=[CH:4][CH:3]=1.COC1C=CC(P2(SP(C3C=CC(OC)=CC=3)(=S)S2)=[S:21])=CC=1. (6) Given the product [C:6]([C:8]1[CH:9]=[C:10]([CH:22]=[CH:23][C:24]=1[F:25])[C:11]([NH:13][C:14]1[CH:19]=[CH:18][CH:17]=[C:16]([O:20][CH3:21])[CH:15]=1)=[O:12])(=[O:5])[CH3:7], predict the reactants needed to synthesize it. The reactants are: C([O:5][C:6]([C:8]1[CH:9]=[C:10]([CH:22]=[CH:23][C:24]=1[F:25])[C:11]([NH:13][C:14]1[CH:19]=[CH:18][CH:17]=[C:16]([O:20][CH3:21])[CH:15]=1)=[O:12])=[CH2:7])CCC.Cl.